This data is from Peptide-MHC class II binding affinity with 134,281 pairs from IEDB. The task is: Regression. Given a peptide amino acid sequence and an MHC pseudo amino acid sequence, predict their binding affinity value. This is MHC class II binding data. (1) The peptide sequence is FIFGEARSLYLNTEL. The MHC is DRB5_0101 with pseudo-sequence DRB5_0101. The binding affinity (normalized) is 0.580. (2) The peptide sequence is SVRFSWLSLLVPFVQ. The MHC is DRB1_1501 with pseudo-sequence DRB1_1501. The binding affinity (normalized) is 0.426. (3) The peptide sequence is IEQEGPEYW. The MHC is HLA-DQA10501-DQB10201 with pseudo-sequence HLA-DQA10501-DQB10201. The binding affinity (normalized) is 0.345. (4) The peptide sequence is MGAVTTEVAFGLVCA. The MHC is DRB1_0901 with pseudo-sequence DRB1_0901. The binding affinity (normalized) is 0.327. (5) The peptide sequence is FQDTHNNAHYYVFFEEQEDE. The MHC is DRB1_0701 with pseudo-sequence DRB1_0701. The binding affinity (normalized) is 0.0288. (6) The peptide sequence is VTKTSGSAASMVNGV. The MHC is DRB1_1301 with pseudo-sequence DRB1_1301. The binding affinity (normalized) is 0. (7) The peptide sequence is YASGKVWGQKYFKGN. The MHC is DRB1_0401 with pseudo-sequence DRB1_0401. The binding affinity (normalized) is 0.363. (8) The peptide sequence is EDKFLANVSTVLTGK. The MHC is DRB1_0101 with pseudo-sequence DRB1_0101. The binding affinity (normalized) is 0.843. (9) The peptide sequence is RTEQKDFDGRSEFAY. The MHC is DRB1_0404 with pseudo-sequence DRB1_0404. The binding affinity (normalized) is 0.0130. (10) The peptide sequence is IEEFGTGVFTTRVYMD. The MHC is HLA-DQA10303-DQB10402 with pseudo-sequence HLA-DQA10303-DQB10402. The binding affinity (normalized) is 0.556.